From a dataset of Catalyst prediction with 721,799 reactions and 888 catalyst types from USPTO. Predict which catalyst facilitates the given reaction. Reactant: Br[C:2]1[N:7]=[C:6]([C:8]([OH:10])=[O:9])[CH:5]=[CH:4][CH:3]=1.C([O-])([O-])=O.[Na+].[Na+].[OH:17][CH2:18][C:19]1[CH:24]=[CH:23][C:22](B(O)O)=[CH:21][CH:20]=1. Product: [OH:17][CH2:18][C:19]1[CH:24]=[CH:23][C:22]([C:2]2[N:7]=[C:6]([C:8]([OH:10])=[O:9])[CH:5]=[CH:4][CH:3]=2)=[CH:21][CH:20]=1. The catalyst class is: 6.